From a dataset of Forward reaction prediction with 1.9M reactions from USPTO patents (1976-2016). Predict the product of the given reaction. Given the reactants C([O:8][C:9]1[CH:14]=[CH:13][C:12]([C:15]2[N:36]([CH2:37][O:38][CH2:39][CH2:40][Si:41]([CH3:44])([CH3:43])[CH3:42])[C:18]3=[N:19][C:20]([N:23]4[CH2:28][CH2:27][N:26]([C:29]([O:31][C:32]([CH3:35])([CH3:34])[CH3:33])=[O:30])[CH2:25][CH2:24]4)=[CH:21][CH:22]=[C:17]3[N:16]=2)=[CH:11][CH:10]=1)C1C=CC=CC=1.C(Cl)Cl.C1CCCCC1, predict the reaction product. The product is: [OH:8][C:9]1[CH:10]=[CH:11][C:12]([C:15]2[N:36]([CH2:37][O:38][CH2:39][CH2:40][Si:41]([CH3:44])([CH3:43])[CH3:42])[C:18]3=[N:19][C:20]([N:23]4[CH2:28][CH2:27][N:26]([C:29]([O:31][C:32]([CH3:34])([CH3:35])[CH3:33])=[O:30])[CH2:25][CH2:24]4)=[CH:21][CH:22]=[C:17]3[N:16]=2)=[CH:13][CH:14]=1.